This data is from Catalyst prediction with 721,799 reactions and 888 catalyst types from USPTO. The task is: Predict which catalyst facilitates the given reaction. (1) Reactant: [O:1]=[C:2]1[CH2:5][C:4]2([CH2:10][CH2:9][N:8](C(OCC3C4C=CC=CC=4C4C3=CC=CC=4)=O)[CH2:7][CH2:6]2)[CH2:3]1.N1CCCCC1. Product: [CH2:3]1[C:4]2([CH2:10][CH2:9][NH:8][CH2:7][CH2:6]2)[CH2:5][C:2]1=[O:1]. The catalyst class is: 3. (2) Product: [CH:5]1([O:8][C:9]2[CH:10]=[C:11]([C:19]3[NH:36][C:22]4[CH:23]=[N:24][NH:25][C:26](=[O:27])[C:21]=4[C:20]=3[CH2:37][O:38][CH3:39])[CH:12]=[CH:13][C:14]=2[O:15][CH:16]([F:17])[F:18])[CH2:6][CH2:7]1. The catalyst class is: 5. Reactant: C(Cl)(=O)C.[CH:5]1([O:8][C:9]2[CH:10]=[C:11]([C:19]3[NH:36][C:22]4[CH:23]=[N:24][N:25](COCC[Si](C)(C)C)[C:26](=[O:27])[C:21]=4[C:20]=3[CH2:37][O:38][CH3:39])[CH:12]=[CH:13][C:14]=2[O:15][CH:16]([F:18])[F:17])[CH2:7][CH2:6]1.C[O-].[Na+]. (3) Reactant: [CH3:1][N:2]([CH3:36])[CH2:3][CH2:4][NH:5][C:6]([NH:8][C:9]1[CH:14]=[CH:13][C:12]([C:15]2[N:16]=[C:17]([N:30]3[CH2:35][CH2:34][O:33][CH2:32][CH2:31]3)[C:18]3[N:23]=[N:22][N:21]([CH:24]4[CH2:29][CH2:28][NH:27][CH2:26][CH2:25]4)[C:19]=3[N:20]=2)=[CH:11][CH:10]=1)=[O:7].[CH3:37][N:38]([CH3:51])[CH2:39][CH2:40][CH2:41][O:42][C:43]1[CH:50]=[CH:49][C:46]([CH:47]=O)=[CH:45][CH:44]=1.[BH-](OC(C)=O)(OC(C)=O)OC(C)=O.[Na+].CC(O)=O. The catalyst class is: 1. Product: [CH3:1][N:2]([CH3:36])[CH2:3][CH2:4][NH:5][C:6]([NH:8][C:9]1[CH:10]=[CH:11][C:12]([C:15]2[N:16]=[C:17]([N:30]3[CH2:35][CH2:34][O:33][CH2:32][CH2:31]3)[C:18]3[N:23]=[N:22][N:21]([CH:24]4[CH2:29][CH2:28][N:27]([CH2:47][C:46]5[CH:45]=[CH:44][C:43]([O:42][CH2:41][CH2:40][CH2:39][N:38]([CH3:51])[CH3:37])=[CH:50][CH:49]=5)[CH2:26][CH2:25]4)[C:19]=3[N:20]=2)=[CH:13][CH:14]=1)=[O:7]. (4) Reactant: [C:1]([C:4]1[CH:5]=[C:6]([CH:11]=[C:12]([C:14](=[O:25])[NH:15][CH:16]([C:18]2[CH:23]=[CH:22][C:21]([F:24])=[CH:20][CH:19]=2)[CH3:17])[CH:13]=1)[C:7]([O:9]C)=[O:8])(=[O:3])[CH3:2].CO.O.[Li+].[OH-]. Product: [C:1]([C:4]1[CH:5]=[C:6]([CH:11]=[C:12]([C:14](=[O:25])[NH:15][CH:16]([C:18]2[CH:19]=[CH:20][C:21]([F:24])=[CH:22][CH:23]=2)[CH3:17])[CH:13]=1)[C:7]([OH:9])=[O:8])(=[O:3])[CH3:2]. The catalyst class is: 1. (5) Reactant: P(Cl)(Cl)(Cl)=O.[C:6]1([CH:12]=[CH:13][C:14]([CH3:17])(O)[CH3:15])[CH:11]=[CH:10][CH:9]=[CH:8][CH:7]=1.[C:18]([O-])(=[O:20])C.[Na+]. Product: [CH3:15][C:14]([CH:13]=[CH:12][C:6]1[CH:11]=[CH:10][CH:9]=[CH:8][CH:7]=1)=[CH:17][CH:18]=[O:20]. The catalyst class is: 35. (6) Reactant: [Br:1][C:2]1[CH:3]=[C:4]2[C:8](=[CH:9][CH:10]=1)[C@@H:7]([N:11]1[C:15]3=[N:16][C:17]([CH2:21][OH:22])=[CH:18][C:19]([CH3:20])=[C:14]3[N:13]=[C:12]1[CH2:23][CH3:24])[CH2:6][CH2:5]2.[H-].[Na+].[CH3:27]I. Product: [Br:1][C:2]1[CH:3]=[C:4]2[C:8](=[CH:9][CH:10]=1)[C@@H:7]([N:11]1[C:15]3=[N:16][C:17]([CH2:21][O:22][CH3:27])=[CH:18][C:19]([CH3:20])=[C:14]3[N:13]=[C:12]1[CH2:23][CH3:24])[CH2:6][CH2:5]2. The catalyst class is: 1. (7) Reactant: [C:1]([C:4]1[CH:8]=[CH:7][S:6][CH:5]=1)(=[O:3])[CH3:2].[C:9]1([CH2:15][CH2:16][NH2:17])[CH:14]=[CH:13][CH:12]=[CH:11][CH:10]=1.[CH2:18]=O. Product: [CH2:16]([NH:17][CH2:18][CH2:2][C:1]([C:4]1[CH:8]=[CH:7][S:6][CH:5]=1)=[O:3])[CH2:15][C:9]1[CH:14]=[CH:13][CH:12]=[CH:11][CH:10]=1. The catalyst class is: 12. (8) Reactant: [CH3:1][O:2][C:3](=[O:22])[C:4]([O:20][CH3:21])=[CH:5][C:6]1[CH:11]=[CH:10][CH:9]=[C:8]([O:12][CH2:13][C:14]2[CH:19]=[CH:18][CH:17]=[CH:16][CH:15]=2)[CH:7]=1. Product: [CH3:1][O:2][C:3](=[O:22])[CH:4]([O:20][CH3:21])[CH2:5][C:6]1[CH:11]=[CH:10][CH:9]=[C:8]([O:12][CH2:13][C:14]2[CH:19]=[CH:18][CH:17]=[CH:16][CH:15]=2)[CH:7]=1. The catalyst class is: 5. (9) Reactant: CN(C=O)C.[Cl:6][C:7]1[CH:8]=[C:9]([CH:22]=[CH:23][C:24]=1[Cl:25])[CH2:10][NH:11][C:12]([NH:14][C:15]1[S:16][CH:17]=[C:18]([CH2:20]I)[N:19]=1)=[O:13].[CH3:26][C:27]1[C:31]([S:32]([O-:34])=[O:33])=[C:30]([CH3:35])[O:29][N:28]=1.[Na+]. Product: [Cl:6][C:7]1[CH:8]=[C:9]([CH:22]=[CH:23][C:24]=1[Cl:25])[CH2:10][NH:11][C:12]([NH:14][C:15]1[S:16][CH:17]=[C:18]([CH2:20][S:32]([C:31]2[C:27]([CH3:26])=[N:28][O:29][C:30]=2[CH3:35])(=[O:34])=[O:33])[N:19]=1)=[O:13]. The catalyst class is: 6. (10) Reactant: [F:1][C:2]1[CH:7]=[CH:6][C:5]([C:8]2[CH:12]=[C:11]([CH:13]3[CH2:18][CH2:17][O:16][CH2:15][CH2:14]3)[N:10]([CH3:19])[N:9]=2)=[CH:4][CH:3]=1.C1C(=O)N([Br:27])C(=O)C1. Product: [Br:27][C:12]1[C:8]([C:5]2[CH:6]=[CH:7][C:2]([F:1])=[CH:3][CH:4]=2)=[N:9][N:10]([CH3:19])[C:11]=1[CH:13]1[CH2:18][CH2:17][O:16][CH2:15][CH2:14]1. The catalyst class is: 2.